This data is from Reaction yield outcomes from USPTO patents with 853,638 reactions. The task is: Predict the reaction yield, written as a fraction of the theoretical maximum amount of product (1.0 means a 100% yield; for example, 0.34 means a 34% yield). (1) The reactants are Cl[C:2]1[N:7]=[CH:6][C:5]([Br:8])=[CH:4][N:3]=1.[Cl:9][C:10]1[CH:11]=[C:12]([CH:14]=[CH:15][C:16]=1[Cl:17])[NH2:13]. No catalyst specified. The product is [Cl:9][C:10]1[CH:11]=[C:12]([NH:13][C:2]2[N:7]=[CH:6][C:5]([Br:8])=[CH:4][N:3]=2)[CH:14]=[CH:15][C:16]=1[Cl:17]. The yield is 0.720. (2) The reactants are [Cl:1][C:2]1[CH:7]=[CH:6][C:5]([CH2:8][C:9]#[N:10])=[C:4]([F:11])[CH:3]=1.[Cl:12][C:13]1[C:14]([F:21])=[C:15]([CH:18]=[CH:19][CH:20]=1)[CH:16]=O.[OH-].[Na+]. The catalyst is CO. The product is [Cl:12][C:13]1[C:14]([F:21])=[C:15](/[CH:16]=[C:8](/[C:5]2[CH:6]=[CH:7][C:2]([Cl:1])=[CH:3][C:4]=2[F:11])\[C:9]#[N:10])[CH:18]=[CH:19][CH:20]=1. The yield is 0.885. (3) The reactants are [CH3:1][C@@H:2]1[CH2:7][NH:6][CH2:5][CH2:4][NH:3]1.Br[C:9]1[N:10]=[CH:11][S:12][CH:13]=1. The catalyst is Cl. The product is [CH3:1][C@H:2]1[NH:3][CH2:4][CH2:5][N:6]([C:9]2[N:10]=[CH:11][S:12][CH:13]=2)[CH2:7]1. The yield is 0.0900. (4) The reactants are ClC(Cl)[C:3](=[O:6])[CH2:4]Cl.[Br:8][C:9]1[N:14]=[C:13]([NH2:15])[CH:12]=[CH:11][CH:10]=1.[CH3:16]OCCOC. The product is [Br:8][C:9]1[N:14]2[CH:16]=[C:4]([CH:3]=[O:6])[N:15]=[C:13]2[CH:12]=[CH:11][CH:10]=1. The yield is 0.460. No catalyst specified. (5) The reactants are Br[C:2]1([CH:9]=[CH:8][CH:7]=[CH:6][CH2:5]1)[CH:3]=[CH2:4].[Li]C(C)(C)C.[I:15][C:16]1[C:24]2[C:19](=[CH:20][C:21](I)=[CH:22][CH:23]=2)[N:18]([CH2:26][O:27][CH2:28][CH2:29][Si:30]([CH3:33])([CH3:32])[CH3:31])[N:17]=1. The catalyst is C1COCC1.[Cl-].[Zn+2].[Cl-].C1C=CC([P]([Pd]([P](C2C=CC=CC=2)(C2C=CC=CC=2)C2C=CC=CC=2)([P](C2C=CC=CC=2)(C2C=CC=CC=2)C2C=CC=CC=2)[P](C2C=CC=CC=2)(C2C=CC=CC=2)C2C=CC=CC=2)(C2C=CC=CC=2)C2C=CC=CC=2)=CC=1. The product is [I:15][C:16]1[C:24]2[C:19](=[CH:20][C:21]([C:3]([C:2]3[CH:9]=[CH:8][CH:7]=[CH:6][CH:5]=3)=[CH2:4])=[CH:22][CH:23]=2)[N:18]([CH2:26][O:27][CH2:28][CH2:29][Si:30]([CH3:33])([CH3:32])[CH3:31])[N:17]=1. The yield is 0.700. (6) The reactants are Br[CH:2]1[CH2:8][CH2:7][O:6][C:5]2[CH:9]=[C:10]([N:13]3[CH2:17][C@H:16]([CH2:18][NH:19][C:20](=[O:22])[CH3:21])[O:15][C:14]3=[O:23])[CH:11]=[CH:12][C:4]=2[C:3]1=O.[CH2:25]([NH:27][C:28](=S)[NH:29][NH2:30])[CH3:26]. No catalyst specified. The product is [CH2:25]([NH:27][C:28]1[C:2]2[CH2:8][CH2:7][O:6][C:5]3[CH:9]=[C:10]([N:13]4[CH2:17][C@H:16]([CH2:18][NH:19][C:20](=[O:22])[CH3:21])[O:15][C:14]4=[O:23])[CH:11]=[CH:12][C:4]=3[C:3]=2[NH:30][N:29]=1)[CH3:26]. The yield is 0.130. (7) The reactants are CS(C)=O.C(Cl)(=O)C(Cl)=O.[C:11]([C:15]1[N:20]=[C:19]([CH2:21][OH:22])[CH:18]=[CH:17][CH:16]=1)([CH3:14])([CH3:13])[CH3:12].C(N(CC)CC)C. The catalyst is ClCCl. The product is [C:11]([C:15]1[N:20]=[C:19]([CH:21]=[O:22])[CH:18]=[CH:17][CH:16]=1)([CH3:14])([CH3:12])[CH3:13]. The yield is 0.880. (8) The reactants are [CH2:1]([C@@H:4]1[CH2:8][N:7]([C:9]([O:11][C:12]([CH3:15])(C)C)=[O:10])[C@H:6]([C:16]([OH:18])=[O:17])[CH2:5]1)[CH:2]=[CH2:3].C(O)(C(F)(F)F)=O.C(ON1C(=O)CCC1=O)(OCC1[C:42]2[C:37](=[CH:38][CH:39]=[CH:40][CH:41]=2)[C:36]2[C:31]1=[CH:32][CH:33]=[CH:34][CH:35]=2)=O.Cl. The product is [CH:41]1[C:42]2[CH:15]([CH2:12][O:11][C:9]([N:7]3[CH2:8][C@@H:4]([CH2:1][CH:2]=[CH2:3])[CH2:5][C@H:6]3[C:16]([OH:18])=[O:17])=[O:10])[C:31]3[C:36](=[CH:35][CH:34]=[CH:33][CH:32]=3)[C:37]=2[CH:38]=[CH:39][CH:40]=1. The catalyst is C(Cl)Cl.C1COCC1. The yield is 0.590.